Dataset: Reaction yield outcomes from USPTO patents with 853,638 reactions. Task: Predict the reaction yield, written as a fraction of the theoretical maximum amount of product (1.0 means a 100% yield; for example, 0.34 means a 34% yield). (1) The reactants are [N+:1]([C:4]1[CH:5]=[C:6]([CH:8]=[CH:9][CH:10]=1)[NH2:7])([O-:3])=[O:2].[N:11]([O-])=O.[Na+].[Cl:15][Sn]Cl.O. The catalyst is O.Cl. The product is [ClH:15].[N+:1]([C:4]1[CH:5]=[C:6]([NH:7][NH2:11])[CH:8]=[CH:9][CH:10]=1)([O-:3])=[O:2]. The yield is 0.730. (2) The yield is 0.550. The catalyst is CC(N(C)C)=O.O. The reactants are [CH2:1]([N:3]([CH:7]1[CH2:12][CH2:11][N:10]([C:13]2[CH:18]=[CH:17][C:16]([CH:19]=O)=[CH:15][CH:14]=2)[CH2:9][CH2:8]1)[C:4](=[O:6])[CH3:5])[CH3:2].OS([O-])=O.[Na+].CC1C=CC(S(O)(=O)=O)=CC=1.[NH2:37][C:38]1[CH:46]=[C:45]([O:47][CH3:48])[CH:44]=[C:43]([O:49][CH3:50])[C:39]=1[C:40]([NH2:42])=[O:41]. The product is [CH3:50][O:49][C:43]1[CH:44]=[C:45]([O:47][CH3:48])[CH:46]=[C:38]2[C:39]=1[C:40](=[O:41])[NH:42][C:19]([C:16]1[CH:15]=[CH:14][C:13]([N:10]3[CH2:9][CH2:8][CH:7]([N:3]([CH2:1][CH3:2])[C:4](=[O:6])[CH3:5])[CH2:12][CH2:11]3)=[CH:18][CH:17]=1)=[N:37]2. (3) The catalyst is C1C=CC([P]([Pd]([P](C2C=CC=CC=2)(C2C=CC=CC=2)C2C=CC=CC=2)([P](C2C=CC=CC=2)(C2C=CC=CC=2)C2C=CC=CC=2)[P](C2C=CC=CC=2)(C2C=CC=CC=2)C2C=CC=CC=2)(C2C=CC=CC=2)C2C=CC=CC=2)=CC=1.O1CCOCC1. The product is [F:22][C:17]1[CH:18]=[CH:19][CH:20]=[CH:21][C:16]=1[C:15]1[N:11]([S:8]([C:5]2[CH:6]=[N:7][C:2]([CH3:25])=[CH:3][CH:4]=2)(=[O:10])=[O:9])[CH:12]=[C:13]([CH:23]=[O:24])[CH:14]=1. The yield is 0.390. The reactants are Cl[C:2]1[N:7]=[CH:6][C:5]([S:8]([N:11]2[C:15]([C:16]3[CH:21]=[CH:20][CH:19]=[CH:18][C:17]=3[F:22])=[CH:14][C:13]([CH:23]=[O:24])=[CH:12]2)(=[O:10])=[O:9])=[CH:4][CH:3]=1.[CH3:25]B(O)O.C(=O)([O-])[O-].[K+].[K+].C(=O)([O-])O.[Na+]. (4) The reactants are Br[C:2]1[CH:13]=[CH:12][C:5]2[N:6]([CH3:11])[S:7](=[O:10])(=[O:9])[CH2:8][C:4]=2[CH:3]=1.[B:14]1([B:14]2[O:18][C:17]([CH3:20])([CH3:19])[C:16]([CH3:22])([CH3:21])[O:15]2)[O:18][C:17]([CH3:20])([CH3:19])[C:16]([CH3:22])([CH3:21])[O:15]1.C([O-])(=O)C.[K+].C(Cl)Cl. The catalyst is C1C=CC(P(C2C=CC=CC=2)[C-]2C=CC=C2)=CC=1.C1C=CC(P(C2C=CC=CC=2)[C-]2C=CC=C2)=CC=1.Cl[Pd]Cl.[Fe+2].COCCOC. The product is [CH3:11][N:6]1[C:5]2[CH:12]=[CH:13][C:2]([B:14]3[O:18][C:17]([CH3:20])([CH3:19])[C:16]([CH3:22])([CH3:21])[O:15]3)=[CH:3][C:4]=2[CH2:8][S:7]1(=[O:10])=[O:9]. The yield is 0.920. (5) The reactants are [Br:1][C:2]1[CH:3]=[C:4]([N+:11]([O-])=O)[C:5]([O:8][CH2:9][CH3:10])=[N:6][CH:7]=1.[Sn](Cl)Cl.[OH-].[Na+].S([O-])([O-])(=O)=O.[Na+].[Na+]. The catalyst is C(OCC)(=O)C. The product is [Br:1][C:2]1[CH:3]=[C:4]([NH2:11])[C:5]([O:8][CH2:9][CH3:10])=[N:6][CH:7]=1. The yield is 0.800. (6) The reactants are [CH3:1][N:2]1[CH:6]=[C:5]([C:7]2[C:12]3[C:13](=[O:16])[NH:14][CH2:15][C:11]=3[CH:10]=[C:9]([NH:17][C@@H:18]3[CH2:23][CH2:22][CH2:21][CH2:20][C@@H:19]3[NH:24]C(=O)OC(C)(C)C)[N:8]=2)[CH:4]=[N:3]1.C(O)(C(F)(F)F)=O. The catalyst is C(Cl)Cl. The product is [NH2:24][C@H:19]1[CH2:20][CH2:21][CH2:22][CH2:23][C@H:18]1[NH:17][C:9]1[N:8]=[C:7]([C:5]2[CH:4]=[N:3][N:2]([CH3:1])[CH:6]=2)[C:12]2[C:13](=[O:16])[NH:14][CH2:15][C:11]=2[CH:10]=1. The yield is 0.140. (7) The yield is 0.616. The reactants are [B:10]1([B:10]2[O:14][C:13]([CH3:16])([CH3:15])[C:12]([CH3:18])([CH3:17])[O:11]2)[O:14][C:13]([CH3:16])([CH3:15])[C:12]([CH3:18])([CH3:17])[O:11]1.Br[C:20]1[CH:25]=[C:24]([F:26])[CH:23]=[C:22]([CH:27]([F:29])[F:28])[CH:21]=1.C([O-])(=O)C.[K+]. The catalyst is CN(C=O)C.C(Cl)Cl.C1C=CC(P(C2C=CC=CC=2)[C-]2C=CC=C2)=CC=1.C1C=CC(P(C2C=CC=CC=2)[C-]2C=CC=C2)=CC=1.Cl[Pd]Cl.[Fe+2].C(Cl)Cl. The product is [F:28][CH:27]([F:29])[C:22]1[CH:21]=[C:20]([B:10]2[O:11][C:12]([CH3:17])([CH3:18])[C:13]([CH3:15])([CH3:16])[O:14]2)[CH:25]=[C:24]([F:26])[CH:23]=1. (8) The reactants are [CH:1]1[CH2:5][CH:4]=[CH:3][CH:2]=1.[CH2:6]([C:8]([CH3:10])=O)[CH3:7].N1CCCC1. The catalyst is CO.CCOCC.O. The product is [CH3:7][C:6]([CH2:8][CH3:10])=[C:2]1[CH:1]=[CH:5][CH:4]=[CH:3]1. The yield is 0.510. (9) The reactants are [CH2:1]=[C:2]([CH2:5][OH:6])[CH2:3][OH:4].N1C=CN=C1.[C:12]([Si:16](Cl)([C:23]1[CH:28]=[CH:27][CH:26]=[CH:25][CH:24]=1)[C:17]1[CH:22]=[CH:21][CH:20]=[CH:19][CH:18]=1)([CH3:15])([CH3:14])[CH3:13]. The catalyst is C(Cl)Cl. The product is [Si:16]([O:4][CH2:3][C:2](=[CH2:1])[CH2:5][OH:6])([C:12]([CH3:15])([CH3:14])[CH3:13])([C:23]1[CH:24]=[CH:25][CH:26]=[CH:27][CH:28]=1)[C:17]1[CH:22]=[CH:21][CH:20]=[CH:19][CH:18]=1. The yield is 0.303.